This data is from Full USPTO retrosynthesis dataset with 1.9M reactions from patents (1976-2016). The task is: Predict the reactants needed to synthesize the given product. (1) Given the product [CH2:13]([C:12]([C:9]1[CH:10]=[CH:11][C:6]([CH2:5][CH2:4][C:3]([OH:33])=[O:2])=[C:7]([CH3:32])[CH:8]=1)([C:15]1[CH:20]=[CH:19][C:18]([C:21]#[C:22][C:23]([CH2:24][CH3:25])([OH:26])[CH2:27][CH3:28])=[C:17]([CH3:29])[CH:16]=1)[CH2:30][CH3:31])[CH3:14], predict the reactants needed to synthesize it. The reactants are: C[O:2][C:3](=[O:33])[CH2:4][CH2:5][C:6]1[CH:11]=[CH:10][C:9]([C:12]([CH2:30][CH3:31])([C:15]2[CH:20]=[CH:19][C:18]([C:21]#[C:22][C:23]([CH2:27][CH3:28])([OH:26])[CH2:24][CH3:25])=[C:17]([CH3:29])[CH:16]=2)[CH2:13][CH3:14])=[CH:8][C:7]=1[CH3:32].[OH-].[K+].[NH4+].[Cl-]. (2) Given the product [Cl:1][C:2]1[CH:3]=[C:4]2[C:9](=[CH:10][CH:11]=1)[N:8]=[C:7]([O:12][CH3:13])[C:6]([NH:14][C:15]([N:31]1[CH2:32][CH2:33][N:28]([C:23]3[CH:24]=[C:25]([CH3:27])[CH:26]=[C:21]([CH3:20])[CH:22]=3)[CH2:29][CH2:30]1)=[O:19])=[N:5]2, predict the reactants needed to synthesize it. The reactants are: [Cl:1][C:2]1[CH:3]=[C:4]2[C:9](=[CH:10][CH:11]=1)[N:8]=[C:7]([O:12][CH3:13])[C:6]([NH:14][C:15](=[O:19])OCC)=[N:5]2.[CH3:20][C:21]1[CH:22]=[C:23]([N:28]2[CH2:33][CH2:32][NH:31][CH2:30][CH2:29]2)[CH:24]=[C:25]([CH3:27])[CH:26]=1. (3) Given the product [Br:19][C:20]1[CH:21]=[CH:22][C:23]([O:14][CH:12]2[CH2:13][N:10]([CH2:9][C:8]3[CH:15]=[CH:16][C:5]([C:4]([F:17])([F:3])[F:18])=[CH:6][CH:7]=3)[CH2:11]2)=[N:24][CH:25]=1, predict the reactants needed to synthesize it. The reactants are: [H-].[Na+].[F:3][C:4]([F:18])([F:17])[C:5]1[CH:16]=[CH:15][C:8]([CH2:9][N:10]2[CH2:13][CH:12]([OH:14])[CH2:11]2)=[CH:7][CH:6]=1.[Br:19][C:20]1[CH:21]=[CH:22][C:23](Cl)=[N:24][CH:25]=1.